This data is from Forward reaction prediction with 1.9M reactions from USPTO patents (1976-2016). The task is: Predict the product of the given reaction. (1) Given the reactants [CH2:1]([O:5][C:6]1[CH:10]=[C:9](/[CH:11]=[CH:12]/[C:13]([O:15][CH2:16][CH3:17])=[O:14])[N:8]([CH2:18][C:19]2[CH:24]=[CH:23][C:22]([C:25]([F:28])([F:27])[F:26])=[CH:21][C:20]=2[Cl:29])[N:7]=1)[CH2:2][CH2:3][CH3:4], predict the reaction product. The product is: [CH2:1]([O:5][C:6]1[CH:10]=[C:9]([CH2:11][CH2:12][C:13]([O:15][CH2:16][CH3:17])=[O:14])[N:8]([CH2:18][C:19]2[CH:24]=[CH:23][C:22]([C:25]([F:28])([F:27])[F:26])=[CH:21][C:20]=2[Cl:29])[N:7]=1)[CH2:2][CH2:3][CH3:4]. (2) Given the reactants [NH2:1][C:2]1[C:9]([NH2:10])=[C:8]([N+:11]([O-:13])=[O:12])[CH:7]=[CH:6][C:3]=1[C:4]#[N:5].[CH:14]([CH:16]=O)=O.O.[OH-].[NH4+], predict the reaction product. The product is: [N+:11]([C:8]1[C:9]2[N:10]=[CH:16][CH:14]=[N:1][C:2]=2[C:3]([C:4]#[N:5])=[CH:6][CH:7]=1)([O-:13])=[O:12]. (3) Given the reactants C1([NH:7][C:8]([C:10]2[C:11](=[O:30])[N:12]([CH2:22][C:23]3[CH:28]=[CH:27][C:26]([F:29])=[CH:25][CH:24]=3)[C:13]3[C:18]([C:19]=2O)=[CH:17][C:16]([CH3:21])=[CH:15][CH:14]=3)=O)CCCCC1.P(Cl)(Cl)([Cl:33])=O, predict the reaction product. The product is: [Cl:33][C:19]1[C:18]2[C:13](=[CH:14][CH:15]=[C:16]([CH3:21])[CH:17]=2)[N:12]([CH2:22][C:23]2[CH:28]=[CH:27][C:26]([F:29])=[CH:25][CH:24]=2)[C:11](=[O:30])[C:10]=1[C:8]#[N:7]. (4) Given the reactants I[C:2]1[C:10]2[C:5](=[N:6][CH:7]=[CH:8][CH:9]=2)[N:4]([Si:11]([CH:18]([CH3:20])[CH3:19])([CH:15]([CH3:17])[CH3:16])[CH:12]([CH3:14])[CH3:13])[CH:3]=1.C([Mg][Cl:25])(C)C.[C:26]([O:30][C:31]([N:33]1[C:37]2[CH:38]=[C:39](Cl)[CH:40]=[CH:41][C:36]=2[N:35]=[C:34]1[CH2:43][O:44][C:45]1[CH:50]=[C:49]([F:51])[C:48]([CH:52]=[O:53])=[CH:47][C:46]=1[O:54][CH3:55])=[O:32])([CH3:29])([CH3:28])[CH3:27], predict the reaction product. The product is: [C:26]([O:30][C:31]([N:33]1[C:37]2[CH:38]=[CH:39][C:40]([Cl:25])=[CH:41][C:36]=2[N:35]=[C:34]1[CH2:43][O:44][C:45]1[CH:50]=[C:49]([F:51])[C:48]([CH:52]([OH:53])[C:2]2[C:10]3[C:5](=[N:6][CH:7]=[CH:8][CH:9]=3)[N:4]([Si:11]([CH:18]([CH3:20])[CH3:19])([CH:15]([CH3:17])[CH3:16])[CH:12]([CH3:14])[CH3:13])[CH:3]=2)=[CH:47][C:46]=1[O:54][CH3:55])=[O:32])([CH3:29])([CH3:28])[CH3:27]. (5) Given the reactants C[O:2][C:3]([C:5]1[N:6]([C:11]2[CH:16]=[CH:15][C:14]([Br:17])=[CH:13][CH:12]=2)[N:7]=[N:8][C:9]=1[CH3:10])=[O:4].[Li+].[OH-], predict the reaction product. The product is: [Br:17][C:14]1[CH:15]=[CH:16][C:11]([N:6]2[C:5]([C:3]([OH:4])=[O:2])=[C:9]([CH3:10])[N:8]=[N:7]2)=[CH:12][CH:13]=1.